From a dataset of Reaction yield outcomes from USPTO patents with 853,638 reactions. Predict the reaction yield, written as a fraction of the theoretical maximum amount of product (1.0 means a 100% yield; for example, 0.34 means a 34% yield). (1) The reactants are [NH2:1][C@@H:2]([CH3:14])[CH2:3][N:4]1[C:12]2[C:7](=[CH:8][CH:9]=[C:10]([OH:13])[CH:11]=2)[CH:6]=[N:5]1.C(=O)(O)[O-].[Na+].Cl[C:21]([O:23][CH2:24][C:25]1[CH:30]=[CH:29][CH:28]=[CH:27][CH:26]=1)=[O:22]. The catalyst is C1COCC1. The product is [CH2:24]([O:23][C:21](=[O:22])[NH:1][C@@H:2]([CH3:14])[CH2:3][N:4]1[C:12]2[C:7](=[CH:8][CH:9]=[C:10]([OH:13])[CH:11]=2)[CH:6]=[N:5]1)[C:25]1[CH:30]=[CH:29][CH:28]=[CH:27][CH:26]=1. The yield is 0.780. (2) The reactants are [F:1][C:2]([F:33])([O:7][C:8]1[CH:13]=[CH:12][C:11]([N:14]2[CH:18]=[N:17][C:16]([C:19]3[CH:24]=[CH:23][C:22]([NH:25]C(=O)OC(C)(C)C)=[CH:21][CH:20]=3)=[N:15]2)=[CH:10][CH:9]=1)[C:3]([F:6])([F:5])[F:4].C([O-])(O)=O.[Na+]. The catalyst is Cl.O1CCOCC1. The product is [F:33][C:2]([F:1])([O:7][C:8]1[CH:9]=[CH:10][C:11]([N:14]2[CH:18]=[N:17][C:16]([C:19]3[CH:20]=[CH:21][C:22]([NH2:25])=[CH:23][CH:24]=3)=[N:15]2)=[CH:12][CH:13]=1)[C:3]([F:6])([F:5])[F:4]. The yield is 0.680. (3) The reactants are [CH3:1][O:2][N:3]=[C:4]1[C:12]2[C:7](=[CH:8][C:9](Br)=[CH:10][CH:11]=2)[CH2:6][CH2:5]1.[Li]CCCC.CN([CH:22]=[O:23])C. The catalyst is C1COCC1. The product is [CH3:1][O:2][N:3]=[C:4]1[C:12]2[C:7](=[CH:8][C:9]([CH:22]=[O:23])=[CH:10][CH:11]=2)[CH2:6][CH2:5]1. The yield is 0.650. (4) The reactants are [CH3:1][O:2][C:3]1[CH:4]=[C:5]2[C:10](=[CH:11][C:12]=1[O:13][CH3:14])[N:9]=[CH:8][CH:7]=[C:6]2[O:15][C:16]1[C:22]([CH3:23])=[CH:21][C:19]([NH2:20])=[C:18]([CH3:24])[CH:17]=1.Cl[C:26](Cl)([O:28][C:29](=[O:35])OC(Cl)(Cl)Cl)Cl.[C:37]1(O)[CH:42]=[CH:41]C=[CH:39][CH:38]=1.C(=O)(O)[O-].[Na+]. The catalyst is C(Cl)Cl.C(N(CC)CC)C.C1(C)C=CC=CC=1. The product is [CH3:1][O:2][C:3]1[CH:4]=[C:5]2[C:10](=[CH:11][C:12]=1[O:13][CH3:14])[N:9]=[CH:8][CH:7]=[C:6]2[O:15][C:16]1[C:22]([CH3:23])=[CH:21][C:19]([NH:20][C:29](=[O:35])[O:28][C:26]2[CH:41]=[CH:42][CH:37]=[CH:38][CH:39]=2)=[C:18]([CH3:24])[CH:17]=1. The yield is 0.500. (5) The reactants are [CH:1]1([C:6]([O:8][CH2:9][CH2:10][CH2:11][CH3:12])=[O:7])[CH2:5][CH2:4][CH2:3][CH2:2]1.[Br:13][CH2:14][CH2:15][CH2:16][CH2:17]Br.[Li+].CC([N-]C(C)C)C. The catalyst is C1COCC1. The product is [Br:13][CH2:14][CH2:15][CH2:16][CH2:17][C:1]1([C:6]([O:8][CH2:9][CH2:10][CH2:11][CH3:12])=[O:7])[CH2:5][CH2:4][CH2:3][CH2:2]1. The yield is 0.490. (6) The reactants are [S:1]([N:11]1[C:19]2[CH:18]=[CH:17][N:16]=[C:15]([CH2:20][NH2:21])[C:14]=2[CH:13]=[N:12]1)([C:4]1[CH:10]=[CH:9][C:7]([CH3:8])=[CH:6][CH:5]=1)(=[O:3])=[O:2].Cl[C:23]1[N:28]=[C:27]([NH:29][C:30]2[CH:34]=[C:33]([CH:35]3[CH2:37][CH2:36]3)[NH:32][N:31]=2)[CH:26]=[CH:25][N:24]=1.CCN(C(C)C)C(C)C. The catalyst is CC(O)C. The product is [CH:35]1([C:33]2[NH:32][N:31]=[C:30]([NH:29][C:27]3[CH:26]=[CH:25][N:24]=[C:23]([NH:21][CH2:20][C:15]4[C:14]5[CH:13]=[N:12][N:11]([S:1]([C:4]6[CH:5]=[CH:6][C:7]([CH3:8])=[CH:9][CH:10]=6)(=[O:3])=[O:2])[C:19]=5[CH:18]=[CH:17][N:16]=4)[N:28]=3)[CH:34]=2)[CH2:37][CH2:36]1. The yield is 0.610.